This data is from Forward reaction prediction with 1.9M reactions from USPTO patents (1976-2016). The task is: Predict the product of the given reaction. (1) Given the reactants OC(C(O)=O)(CC(O)=O)CC(O)=O.[CH3:14][C@@H:15]1[CH2:20][CH2:19][N:18]([C:21](=[O:25])[CH2:22][C:23]#[N:24])[CH2:17][C@@H:16]1[N:26]([CH3:36])[C:27]1[C:28]2[CH:35]=[CH:34][NH:33][C:29]=2[N:30]=[CH:31][N:32]=1.ClCCl.C(=O)([O-])[O-].[Na+].[Na+], predict the reaction product. The product is: [CH3:14][C@@H:15]1[CH2:20][CH2:19][N:18]([C:21](=[O:25])[CH2:22][C:23]#[N:24])[CH2:17][C@@H:16]1[N:26]([CH3:36])[C:27]1[C:28]2[CH:35]=[CH:34][NH:33][C:29]=2[N:30]=[CH:31][N:32]=1. (2) Given the reactants Br[CH2:2][CH:3]1[O:7][CH2:6][CH2:5][O:4]1.[CH2:8]([O:10][C:11](=[O:19])[C:12]1[CH:17]=[CH:16][CH:15]=[C:14]([OH:18])[CH:13]=1)[CH3:9].C(=O)([O-])[O-].[K+].[K+].[I-].[Na+], predict the reaction product. The product is: [CH2:8]([O:10][C:11](=[O:19])[C:12]1[CH:17]=[CH:16][CH:15]=[C:14]([O:18][CH2:2][CH:3]2[O:7][CH2:6][CH2:5][O:4]2)[CH:13]=1)[CH3:9]. (3) Given the reactants [CH:1]1([CH2:7][CH2:8][CH2:9][CH2:10][C:11]([OH:13])=O)[CH2:6][CH2:5][CH2:4][CH2:3][CH2:2]1.C(Cl)(=O)C([Cl:17])=O, predict the reaction product. The product is: [CH:1]1([CH2:7][CH2:8][CH2:9][CH2:10][C:11]([Cl:17])=[O:13])[CH2:6][CH2:5][CH2:4][CH2:3][CH2:2]1. (4) Given the reactants [NH2:1][CH:2]1[C:13]2[CH:5]([N:6]=[C:7]3[C:12]=2[CH:11]=[CH:10][CH:9]=[CH:8]3)[CH2:4][CH2:3]1.O[C@H](CC1C=CC=CC=1)C(O)=O, predict the reaction product. The product is: [NH2:1][C@@H:2]1[C:13]2[CH:5]([N:6]=[C:7]3[C:12]=2[CH:11]=[CH:10][CH:9]=[CH:8]3)[CH2:4][CH2:3]1. (5) Given the reactants C(O[BH-](OC(=O)C)OC(=O)C)(=O)C.[Na+].C(O)(=O)C.[CH3:19][C:20]([CH3:22])=O.[F:23][C:24]1[CH:29]=[C:28]([F:30])[CH:27]=[CH:26][C:25]=1[C@@H:31]1[CH2:35][NH:34][CH2:33][C@H:32]1[C:36]([O:38][CH3:39])=[O:37].C(=O)([O-])O.[Na+], predict the reaction product. The product is: [F:23][C:24]1[CH:29]=[C:28]([F:30])[CH:27]=[CH:26][C:25]=1[C@@H:31]1[CH2:35][N:34]([CH:20]([CH3:22])[CH3:19])[CH2:33][C@H:32]1[C:36]([O:38][CH3:39])=[O:37].